Dataset: Full USPTO retrosynthesis dataset with 1.9M reactions from patents (1976-2016). Task: Predict the reactants needed to synthesize the given product. (1) Given the product [NH2:33][C:16]1[N:15]=[CH:14][C:13]([C:10]2[CH:11]=[CH:12][C:7]3[N:8]([CH:34]=[C:5]([NH:4][C:1](=[O:3])[CH3:2])[N:6]=3)[CH:9]=2)=[N:18][C:17]=1[O:19][CH:20]1[CH2:21][CH2:22][NH:23][CH2:24][CH2:25]1, predict the reactants needed to synthesize it. The reactants are: [C:1]([NH:4][C:5]1[N:6]=[C:7]2[CH:12]=[CH:11][C:10]([C:13]3[N:18]=[C:17]([O:19][CH:20]4[CH2:25][CH2:24][N:23](C(OC(C)(C)C)=O)[CH2:22][CH2:21]4)[C:16]([NH2:33])=[N:15][CH:14]=3)=[CH:9][N:8]2[CH:34]=1)(=[O:3])[CH3:2].C(O)(C(F)(F)F)=O. (2) Given the product [Cl:12][C:13]1[CH:14]=[C:15]([CH:17]=[CH:18][CH:19]=1)[NH:16][CH2:7][C:5]1[N:6]=[CH:2][S:3][CH:4]=1, predict the reactants needed to synthesize it. The reactants are: Br[C:2]1[S:3][CH:4]=[C:5]([C:7](OCC)=O)[N:6]=1.[Cl:12][C:13]1[CH:14]=[C:15]([CH:17]=[CH:18][CH:19]=1)[NH2:16]. (3) Given the product [ClH:34].[NH:8]1[CH2:12][CH2:11][CH2:10][C@@H:9]1[CH2:13][O:14][C:15]1[CH:16]=[CH:17][C:18]([O:21][C:22]2[CH:27]=[CH:26][C:25]([C:28]3[CH:29]=[N:30][CH:31]=[CH:32][CH:33]=3)=[CH:24][CH:23]=2)=[CH:19][CH:20]=1, predict the reactants needed to synthesize it. The reactants are: C(OC([N:8]1[CH2:12][CH2:11][CH2:10][C@@H:9]1[CH2:13][O:14][C:15]1[CH:20]=[CH:19][C:18]([O:21][C:22]2[CH:27]=[CH:26][C:25]([C:28]3[CH:29]=[N:30][CH:31]=[CH:32][CH:33]=3)=[CH:24][CH:23]=2)=[CH:17][CH:16]=1)=O)(C)(C)C.[ClH:34]. (4) Given the product [CH3:25][C:9]([NH2:26])([CH3:8])[CH2:10][CH2:11][N:12]1[C:16]([CH3:17])=[N:15][C:14]([C:18]2[CH:19]=[CH:20][C:21]([CH3:24])=[CH:22][CH:23]=2)=[N:13]1, predict the reactants needed to synthesize it. The reactants are: FC(F)(F)C(O)=O.[CH3:8][C:9]([NH:26]C(=O)OC(C)(C)C)([CH3:25])[CH2:10][CH2:11][N:12]1[C:16]([CH3:17])=[N:15][C:14]([C:18]2[CH:23]=[CH:22][C:21]([CH3:24])=[CH:20][CH:19]=2)=[N:13]1.